The task is: Binary Classification. Given a drug SMILES string, predict its activity (active/inactive) in a high-throughput screening assay against a specified biological target.. This data is from KCNQ2 potassium channel screen with 302,405 compounds. (1) The drug is o1c2c(n(c(=O)n(c2=O)c2ccccc2)CC(=O)Nc2c(OC)cccc2)c2c1cccc2. The result is 0 (inactive). (2) The compound is O(CCCC)c1ccc(C(=O)N(CC(=O)Nc2ccc(cc2)C)C)cc1. The result is 0 (inactive). (3) The drug is S(=O)(=O)(NC1=NCCCCC1)c1cc(NC(=O)CSc2sc(Nc3ccc(CC)cc3)nn2)ccc1. The result is 0 (inactive). (4) The drug is S(=O)(=O)(N(CC(=O)N1CCN(CC1)c1cc(OC)ccc1)c1ccc(cc1)C)c1c([nH]nc1C)C. The result is 0 (inactive). (5) The molecule is S(=O)(=O)(N(c1ccccc1)C)c1cc(NC(=O)c2ccncc2)ccc1. The result is 0 (inactive). (6) The molecule is Brc1ccc(c2oc(NC(=O)C=3OCCOC3)nn2)cc1. The result is 0 (inactive).